Dataset: Reaction yield outcomes from USPTO patents with 853,638 reactions. Task: Predict the reaction yield, written as a fraction of the theoretical maximum amount of product (1.0 means a 100% yield; for example, 0.34 means a 34% yield). (1) The reactants are CCN(C(C)C)C(C)C.[CH3:10][O:11][C:12]1[CH:13]=[CH:14][CH:15]=[C:16]2[C:21]=1[O:20][C:19](=[O:22])[C:18]([C:23]([OH:25])=O)=[CH:17]2.CN(C(ON1N=NC2C=CC=NC1=2)=[N+](C)C)C.F[P-](F)(F)(F)(F)F.[CH3:50][O:51][C:52]1[C:57]([C:58]2[CH:59]=[C:60]([NH2:64])[CH:61]=[CH:62][CH:63]=2)=[CH:56][CH:55]=[CH:54][N:53]=1. The catalyst is CN(C=O)C. The product is [CH3:50][O:51][C:52]1[C:57]([C:58]2[CH:59]=[C:60]([NH:64][C:23]([C:18]3[C:19](=[O:22])[O:20][C:21]4[C:16]([CH:17]=3)=[CH:15][CH:14]=[CH:13][C:12]=4[O:11][CH3:10])=[O:25])[CH:61]=[CH:62][CH:63]=2)=[CH:56][CH:55]=[CH:54][N:53]=1. The yield is 0.920. (2) The reactants are [CH2:1]([O:19][CH:20]([CH2:23][O:24][CH2:25][CH2:26][CH2:27][CH2:28][CH2:29][CH2:30][CH2:31][CH2:32]/[CH:33]=[CH:34]\[CH2:35]/[CH:36]=[CH:37]\[CH2:38][CH2:39][CH2:40][CH2:41][CH3:42])[CH2:21][OH:22])[CH2:2][CH2:3][CH2:4][CH2:5][CH2:6][CH2:7][CH2:8]/[CH:9]=[CH:10]\[CH2:11]/[CH:12]=[CH:13]\[CH2:14][CH2:15][CH2:16][CH2:17][CH3:18].C1C=C[NH+]=CC=1.[O-][Cr](Cl)(=O)=O.C(=O)([O-])[O-].[Na+].[Na+]. The catalyst is ClCCl. The product is [CH2:1]([O:19][CH:20]([CH2:23][O:24][CH2:25][CH2:26][CH2:27][CH2:28][CH2:29][CH2:30][CH2:31][CH2:32]/[CH:33]=[CH:34]\[CH2:35]/[CH:36]=[CH:37]\[CH2:38][CH2:39][CH2:40][CH2:41][CH3:42])[CH:21]=[O:22])[CH2:2][CH2:3][CH2:4][CH2:5][CH2:6][CH2:7][CH2:8]/[CH:9]=[CH:10]\[CH2:11]/[CH:12]=[CH:13]\[CH2:14][CH2:15][CH2:16][CH2:17][CH3:18]. The yield is 0.390. (3) The reactants are [CH:1]1([CH2:7][C@H:8]([N:12]2[C:16](=[O:17])[C@H:15]([CH2:18][CH:19]3[CH2:24][CH2:23][CH2:22][CH2:21][CH2:20]3)[NH:14][C:13]2=[O:25])[C:9]([OH:11])=O)[CH2:6][CH2:5][CH2:4][CH2:3][CH2:2]1.C(N(C(C)C)CC)(C)C.CN(C(ON1N=NC2C=CC=CC1=2)=[N+](C)C)C.F[P-](F)(F)(F)(F)F.[NH2:59][C:60]1[S:61][CH:62]=[CH:63][N:64]=1. The catalyst is CN1CCCC1=O.O. The product is [CH:1]1([CH2:7][C@H:8]([N:12]2[C:16](=[O:17])[C@H:15]([CH2:18][CH:19]3[CH2:20][CH2:21][CH2:22][CH2:23][CH2:24]3)[NH:14][C:13]2=[O:25])[C:9]([NH:59][C:60]2[S:61][CH:62]=[CH:63][N:64]=2)=[O:11])[CH2:6][CH2:5][CH2:4][CH2:3][CH2:2]1. The yield is 0.880. (4) The reactants are [Br:1][C:2]1[C:3]([N:9]2[CH2:14][CH2:13][O:12][CH2:11][CH:10]2[C:15]([OH:17])=O)=[N:4][C:5]([Cl:8])=[N:6][CH:7]=1.C(Cl)CCl.C1C=CC2N(O)N=NC=2C=1.[Cl:32][C:33]1[CH:38]=[CH:37][C:36]([C@H:39]([NH2:41])[CH3:40])=[CH:35][CH:34]=1.C(N(CC)CC)C. The catalyst is CN(C=O)C.C(OCC)(=O)C. The product is [Br:1][C:2]1[C:3]([N:9]2[CH2:14][CH2:13][O:12][CH2:11][CH:10]2[C:15]([NH:41][C@@H:39]([C:36]2[CH:37]=[CH:38][C:33]([Cl:32])=[CH:34][CH:35]=2)[CH3:40])=[O:17])=[N:4][C:5]([Cl:8])=[N:6][CH:7]=1. The yield is 0.400. (5) The reactants are Br[CH2:2][CH2:3][N:4]1[C:8]2[CH:9]=[CH:10][CH:11]=[CH:12][C:7]=2[N:6]([CH2:13][C:14]2[C:15]3[C:22]([CH3:23])=[CH:21][CH:20]=[CH:19][C:16]=3[S:17][CH:18]=2)[C:5]1=[O:24].[Cl-].[CH3:26][O:27][C:28]([CH2:30][NH3+:31])=[O:29].CCN(CC)CC.C([O-])([O-])=O.[Na+].[Na+]. The catalyst is CC#N.O. The product is [CH3:26][O:27][C:28](=[O:29])[CH2:30][NH:31][CH2:2][CH2:3][N:4]1[C:8]2[CH:9]=[CH:10][CH:11]=[CH:12][C:7]=2[N:6]([CH2:13][C:14]2[C:15]3[C:22]([CH3:23])=[CH:21][CH:20]=[CH:19][C:16]=3[S:17][CH:18]=2)[C:5]1=[O:24]. The yield is 0.980. (6) The product is [CH3:19][O:12][C:6]1[CH:5]=[C:4]([N+:1]([O-:3])=[O:2])[CH:9]=[CH:8][C:7]=1[O:10][CH2:11][CH2:13][N:14]([CH3:18])[CH3:15]. The yield is 0.330. The reactants are [N+:1]([C:4]1[CH:5]=[C:6]([OH:12])[C:7]([O:10][CH3:11])=[CH:8][CH:9]=1)([O-:3])=[O:2].[CH3:13][N:14]([CH3:18])[CH2:15]CO.[C:19]1(P(C2C=CC=CC=2)C2C=CC=CC=2)C=CC=CC=1.CCOC(/N=N/C(OCC)=O)=O.C(=O)([O-])[O-].[Na+].[Na+]. The catalyst is C1COCC1.